From a dataset of NCI-60 drug combinations with 297,098 pairs across 59 cell lines. Regression. Given two drug SMILES strings and cell line genomic features, predict the synergy score measuring deviation from expected non-interaction effect. (1) Drug 1: CC1=C2C(C(=O)C3(C(CC4C(C3C(C(C2(C)C)(CC1OC(=O)C(C(C5=CC=CC=C5)NC(=O)OC(C)(C)C)O)O)OC(=O)C6=CC=CC=C6)(CO4)OC(=O)C)OC)C)OC. Drug 2: CCC1=C2CN3C(=CC4=C(C3=O)COC(=O)C4(CC)O)C2=NC5=C1C=C(C=C5)O. Cell line: UACC62. Synergy scores: CSS=48.2, Synergy_ZIP=-2.01, Synergy_Bliss=-2.45, Synergy_Loewe=-0.535, Synergy_HSA=3.42. (2) Drug 1: CC12CCC3C(C1CCC2=O)CC(=C)C4=CC(=O)C=CC34C. Drug 2: C1C(C(OC1N2C=NC3=C2NC=NCC3O)CO)O. Cell line: A549. Synergy scores: CSS=23.0, Synergy_ZIP=0.913, Synergy_Bliss=1.52, Synergy_Loewe=3.82, Synergy_HSA=3.12.